From a dataset of Forward reaction prediction with 1.9M reactions from USPTO patents (1976-2016). Predict the product of the given reaction. (1) Given the reactants [NH:1]1[CH2:6][CH2:5][NH:4][CH2:3][CH2:2]1.[CH:7](=O)[CH:8]([CH3:10])[CH3:9], predict the reaction product. The product is: [CH3:7][C:8]([CH3:10])=[CH:9][N:1]1[CH2:6][CH2:5][N:4]([CH:7]=[C:8]([CH3:10])[CH3:9])[CH2:3][CH2:2]1. (2) Given the reactants [Cl:1][C:2]1[C:3]([CH3:18])=[C:4]([NH:10][C@H:11]([C@@H:15]([OH:17])[CH3:16])[C:12]([OH:14])=O)[CH:5]=[CH:6][C:7]=1[C:8]#[N:9].[F:19][C:20]([F:32])([F:31])[C:21]1[CH:30]=[CH:29][C:24]([C:25]([NH:27][NH2:28])=[O:26])=[CH:23][CH:22]=1.O.ON1C2C=CC=CC=2N=N1.Cl.CN(C)CCCN=C=NCC.C(N(CC)CC)C, predict the reaction product. The product is: [Cl:1][C:2]1[C:3]([CH3:18])=[C:4]([NH:10][C@H:11]([C@@H:15]([OH:17])[CH3:16])[C:12]([NH:28][NH:27][C:25](=[O:26])[C:24]2[CH:23]=[CH:22][C:21]([C:20]([F:19])([F:32])[F:31])=[CH:30][CH:29]=2)=[O:14])[CH:5]=[CH:6][C:7]=1[C:8]#[N:9]. (3) Given the reactants [F:1][C:2]1[C:7]([O:8][CH3:9])=[CH:6][C:5]([O:10][CH3:11])=[C:4]([F:12])[C:3]=1[N:13]1[CH2:18][C:17]2[CH:19]=[N:20][C:21]3[N:25]([S:26]([C:29]4[CH:34]=[CH:33][CH:32]=[CH:31][CH:30]=4)(=[O:28])=[O:27])[CH:24]=[CH:23][C:22]=3[C:16]=2[N:15]([CH2:35][CH:36]=[O:37])[C:14]1=[O:38].[BH4-].[Na+], predict the reaction product. The product is: [F:12][C:4]1[C:5]([O:10][CH3:11])=[CH:6][C:7]([O:8][CH3:9])=[C:2]([F:1])[C:3]=1[N:13]1[CH2:18][C:17]2[CH:19]=[N:20][C:21]3[N:25]([S:26]([C:29]4[CH:34]=[CH:33][CH:32]=[CH:31][CH:30]=4)(=[O:27])=[O:28])[CH:24]=[CH:23][C:22]=3[C:16]=2[N:15]([CH2:35][CH2:36][OH:37])[C:14]1=[O:38]. (4) Given the reactants [F:1][C:2]1[CH:17]=[C:16]([N+:18]([O-])=O)[CH:15]=[CH:14][C:3]=1[O:4][C:5]1[N:6]=[CH:7][CH:8]=[C:9]2[CH:13]=[CH:12][NH:11][C:10]=12, predict the reaction product. The product is: [NH:11]1[C:10]2=[C:5]([O:4][C:3]3[CH:14]=[CH:15][C:16]([NH2:18])=[CH:17][C:2]=3[F:1])[N:6]=[CH:7][CH:8]=[C:9]2[CH:13]=[CH:12]1. (5) Given the reactants [CH3:1][S:2]([C:5]1[CH:10]=[CH:9][CH:8]=[CH:7][C:6]=1[S:11](Cl)(=[O:13])=[O:12])(=[O:4])=[O:3].[H-].[Na+].[C:17]([O:25][NH:26][C:27]([O:29][C:30]([CH3:33])([CH3:32])[CH3:31])=[O:28])(=[O:24])[C:18]1[CH:23]=[CH:22][CH:21]=[CH:20][CH:19]=1, predict the reaction product. The product is: [CH3:1][S:2]([C:5]1[CH:10]=[CH:9][CH:8]=[CH:7][C:6]=1[S:11]([N:26]([O:25][C:17]([C:18]1[CH:23]=[CH:22][CH:21]=[CH:20][CH:19]=1)=[O:24])[C:27](=[O:28])[O:29][C:30]([CH3:33])([CH3:32])[CH3:31])(=[O:13])=[O:12])(=[O:4])=[O:3]. (6) Given the reactants [CH2:1]([N:3]([CH3:6])[CH:4]=O)[CH3:2].[Cl:7][C:8]1[CH:21]=[C:20]([Cl:22])[CH:19]=[CH:18][C:9]=1[O:10][C:11]1[N:16]=[CH:15][C:14]([NH2:17])=[CH:13][CH:12]=1.[OH-].[Na+], predict the reaction product. The product is: [Cl:7][C:8]1[CH:21]=[C:20]([Cl:22])[CH:19]=[CH:18][C:9]=1[O:10][C:11]1[N:16]=[CH:15][C:14]([N:17]=[CH:4][N:3]([CH2:1][CH3:2])[CH3:6])=[CH:13][CH:12]=1.